From a dataset of NCI-60 drug combinations with 297,098 pairs across 59 cell lines. Regression. Given two drug SMILES strings and cell line genomic features, predict the synergy score measuring deviation from expected non-interaction effect. (1) Drug 1: CC12CCC3C(C1CCC2O)C(CC4=C3C=CC(=C4)O)CCCCCCCCCS(=O)CCCC(C(F)(F)F)(F)F. Drug 2: CC1C(C(CC(O1)OC2CC(CC3=C2C(=C4C(=C3O)C(=O)C5=C(C4=O)C(=CC=C5)OC)O)(C(=O)CO)O)N)O.Cl. Cell line: A549. Synergy scores: CSS=39.2, Synergy_ZIP=1.48, Synergy_Bliss=-0.765, Synergy_Loewe=-6.22, Synergy_HSA=-0.325. (2) Drug 1: CC1=C2C(C(=O)C3(C(CC4C(C3C(C(C2(C)C)(CC1OC(=O)C(C(C5=CC=CC=C5)NC(=O)OC(C)(C)C)O)O)OC(=O)C6=CC=CC=C6)(CO4)OC(=O)C)O)C)O. Drug 2: C(=O)(N)NO. Cell line: HCT116. Synergy scores: CSS=-6.41, Synergy_ZIP=8.31, Synergy_Bliss=3.17, Synergy_Loewe=-2.22, Synergy_HSA=-6.12. (3) Drug 1: C1=C(C(=O)NC(=O)N1)F. Drug 2: C1CNP(=O)(OC1)N(CCCl)CCCl. Cell line: KM12. Synergy scores: CSS=23.9, Synergy_ZIP=-6.88, Synergy_Bliss=-18.2, Synergy_Loewe=-32.6, Synergy_HSA=-22.0. (4) Synergy scores: CSS=32.0, Synergy_ZIP=-0.968, Synergy_Bliss=1.22, Synergy_Loewe=5.33, Synergy_HSA=6.26. Drug 1: COC1=C(C=C2C(=C1)N=CN=C2NC3=CC(=C(C=C3)F)Cl)OCCCN4CCOCC4. Cell line: PC-3. Drug 2: C1=NC2=C(N=C(N=C2N1C3C(C(C(O3)CO)O)F)Cl)N.